This data is from Full USPTO retrosynthesis dataset with 1.9M reactions from patents (1976-2016). The task is: Predict the reactants needed to synthesize the given product. (1) Given the product [Cl:1][CH2:2][CH2:3][CH2:4][C:5]([O:21][C:17]([CH3:20])([CH3:19])[CH3:18])=[O:6], predict the reactants needed to synthesize it. The reactants are: [Cl:1][CH2:2][CH2:3][CH2:4][C:5](Cl)=[O:6].CN(C)C1C=CC=CC=1.[C:17]([OH:21])([CH3:20])([CH3:19])[CH3:18]. (2) Given the product [CH2:1]([S:9][CH2:10][C:11]1[CH:12]=[C:13]([CH:18]=[CH:19][CH:20]=1)[C:14]([OH:16])=[O:15])[CH2:2][C:3]1[CH:4]=[CH:5][CH:6]=[CH:7][CH:8]=1, predict the reactants needed to synthesize it. The reactants are: [CH2:1]([S:9][CH2:10][C:11]1[CH:12]=[C:13]([CH:18]=[CH:19][CH:20]=1)[C:14]([O:16]C)=[O:15])[CH2:2][C:3]1[CH:8]=[CH:7][CH:6]=[CH:5][CH:4]=1.[OH-].[Na+]. (3) Given the product [OH:1][C:2]1[CH:11]=[CH:10][C:5]2[C:6](=[O:9])/[C:7](=[CH:38]/[C:34]3[C:33]4[C:37](=[C:29]([N+:26]([O-:28])=[O:27])[CH:30]=[CH:31][CH:32]=4)[NH:36][CH:35]=3)/[O:8][C:4]=2[C:3]=1[CH2:12][N:13]1[CH2:14][CH2:15][N:16]([C:19]([O:21][C:22]([CH3:25])([CH3:24])[CH3:23])=[O:20])[CH2:17][CH2:18]1, predict the reactants needed to synthesize it. The reactants are: [OH:1][C:2]1[CH:11]=[CH:10][C:5]2[C:6](=[O:9])[CH2:7][O:8][C:4]=2[C:3]=1[CH2:12][N:13]1[CH2:18][CH2:17][N:16]([C:19]([O:21][C:22]([CH3:25])([CH3:24])[CH3:23])=[O:20])[CH2:15][CH2:14]1.[N+:26]([C:29]1[CH:30]=[CH:31][CH:32]=[C:33]2[C:37]=1[NH:36][CH:35]=[C:34]2[CH:38]=O)([O-:28])=[O:27].